This data is from Full USPTO retrosynthesis dataset with 1.9M reactions from patents (1976-2016). The task is: Predict the reactants needed to synthesize the given product. Given the product [F:1][CH:2]([F:5])[CH2:3][O:4][C:13]1[CH:23]=[CH:22][C:21]([N+:24]([O-:26])=[O:25])=[CH:20][C:14]=1[C:15]([O:17][CH2:18][CH3:19])=[O:16], predict the reactants needed to synthesize it. The reactants are: [F:1][CH:2]([F:5])[CH2:3][OH:4].CC([O-])(C)C.[K+].F[C:13]1[CH:23]=[CH:22][C:21]([N+:24]([O-:26])=[O:25])=[CH:20][C:14]=1[C:15]([O:17][CH2:18][CH3:19])=[O:16].